This data is from Peptide-MHC class I binding affinity with 185,985 pairs from IEDB/IMGT. The task is: Regression. Given a peptide amino acid sequence and an MHC pseudo amino acid sequence, predict their binding affinity value. This is MHC class I binding data. The peptide sequence is RPTPKGAVM. The MHC is HLA-B07:02 with pseudo-sequence HLA-B07:02. The binding affinity (normalized) is 0.991.